From a dataset of Peptide-MHC class I binding affinity with 185,985 pairs from IEDB/IMGT. Regression. Given a peptide amino acid sequence and an MHC pseudo amino acid sequence, predict their binding affinity value. This is MHC class I binding data. (1) The peptide sequence is AALVVAQLL. The MHC is Patr-B0101 with pseudo-sequence Patr-B0101. The binding affinity (normalized) is 0.0876. (2) The peptide sequence is VFSPFGYSF. The MHC is HLA-B08:02 with pseudo-sequence HLA-B08:02. The binding affinity (normalized) is 0.0847. (3) The peptide sequence is FAEGVIAFL. The MHC is HLA-B27:03 with pseudo-sequence HLA-B27:03. The binding affinity (normalized) is 0.0847. (4) The peptide sequence is YQYIFLSFF. The MHC is HLA-A26:02 with pseudo-sequence HLA-A26:02. The binding affinity (normalized) is 0.0847. (5) The peptide sequence is WSADGSSMY. The MHC is HLA-B39:01 with pseudo-sequence HLA-B39:01. The binding affinity (normalized) is 0.0847. (6) The binding affinity (normalized) is 0.0847. The MHC is HLA-B27:05 with pseudo-sequence HLA-B27:05. The peptide sequence is SEHFSLLFL.